From a dataset of Reaction yield outcomes from USPTO patents with 853,638 reactions. Predict the reaction yield, written as a fraction of the theoretical maximum amount of product (1.0 means a 100% yield; for example, 0.34 means a 34% yield). (1) The reactants are [I-].[CH3:2][S+](C)(C)=O.[H-].[Na+].[F:9][C:10]1[CH:15]=[CH:14][C:13](/[CH:16]=[CH:17]/[C:18]([O:20][CH2:21][CH3:22])=[O:19])=[CH:12][CH:11]=1.O. The catalyst is CS(C)=O. The product is [F:9][C:10]1[CH:11]=[CH:12][C:13]([C@@H:16]2[CH2:2][C@H:17]2[C:18]([O:20][CH2:21][CH3:22])=[O:19])=[CH:14][CH:15]=1. The yield is 0.130. (2) The reactants are [N+:1]([C:4]1[CH:74]=[CH:73][C:7]([CH2:8][CH:9]2[CH2:24][N:23]([CH2:25][C:26]([O:28]C(C)(C)C)=[O:27])[CH2:22][CH2:21][N:20]([CH2:33][C:34]([O:36]C(C)(C)C)=[O:35])[CH2:19][CH2:18][N:17]([CH2:41][C:42]([O:44]C(C)(C)C)=[O:43])[CH2:16][CH2:15][N:14]([CH2:49][C:50]([O:52]C(C)(C)C)=[O:51])[CH2:13][CH2:12][N:11]([CH2:57][C:58]([O:60]C(C)(C)C)=[O:59])[N:10]2[CH2:65][C:66]([O:68]C(C)(C)C)=[O:67])=[CH:6][CH:5]=1)([O-:3])=[O:2].Cl. No catalyst specified. The product is [N+:1]([C:4]1[CH:74]=[CH:73][C:7]([CH2:8][CH:9]2[CH2:24][N:23]([CH2:25][C:26]([OH:28])=[O:27])[CH2:22][CH2:21][N:20]([CH2:33][C:34]([OH:36])=[O:35])[CH2:19][CH2:18][N:17]([CH2:41][C:42]([OH:44])=[O:43])[CH2:16][CH2:15][N:14]([CH2:49][C:50]([OH:52])=[O:51])[CH2:13][CH2:12][N:11]([CH2:57][C:58]([OH:60])=[O:59])[N:10]2[CH2:65][C:66]([OH:68])=[O:67])=[CH:6][CH:5]=1)([O-:3])=[O:2]. The yield is 0.700.